This data is from NCI-60 drug combinations with 297,098 pairs across 59 cell lines. The task is: Regression. Given two drug SMILES strings and cell line genomic features, predict the synergy score measuring deviation from expected non-interaction effect. (1) Drug 1: C1=C(C(=O)NC(=O)N1)F. Drug 2: C1=CC(=CC=C1CC(C(=O)O)N)N(CCCl)CCCl.Cl. Cell line: HS 578T. Synergy scores: CSS=47.3, Synergy_ZIP=2.70, Synergy_Bliss=7.24, Synergy_Loewe=7.46, Synergy_HSA=8.17. (2) Drug 2: N.N.Cl[Pt+2]Cl. Synergy scores: CSS=53.8, Synergy_ZIP=-1.16, Synergy_Bliss=-1.67, Synergy_Loewe=1.25, Synergy_HSA=0.740. Cell line: SK-MEL-5. Drug 1: CCC1(CC2CC(C3=C(CCN(C2)C1)C4=CC=CC=C4N3)(C5=C(C=C6C(=C5)C78CCN9C7C(C=CC9)(C(C(C8N6C)(C(=O)OC)O)OC(=O)C)CC)OC)C(=O)OC)O.OS(=O)(=O)O. (3) Drug 1: CC(C)(C#N)C1=CC(=CC(=C1)CN2C=NC=N2)C(C)(C)C#N. Drug 2: B(C(CC(C)C)NC(=O)C(CC1=CC=CC=C1)NC(=O)C2=NC=CN=C2)(O)O. Cell line: HCT-15. Synergy scores: CSS=58.3, Synergy_ZIP=6.09, Synergy_Bliss=-0.0240, Synergy_Loewe=-16.3, Synergy_HSA=-1.22. (4) Drug 1: CC1C(C(=O)NC(C(=O)N2CCCC2C(=O)N(CC(=O)N(C(C(=O)O1)C(C)C)C)C)C(C)C)NC(=O)C3=C4C(=C(C=C3)C)OC5=C(C(=O)C(=C(C5=N4)C(=O)NC6C(OC(=O)C(N(C(=O)CN(C(=O)C7CCCN7C(=O)C(NC6=O)C(C)C)C)C)C(C)C)C)N)C. Drug 2: CC1C(C(CC(O1)OC2CC(CC3=C2C(=C4C(=C3O)C(=O)C5=CC=CC=C5C4=O)O)(C(=O)C)O)N)O. Cell line: DU-145. Synergy scores: CSS=48.4, Synergy_ZIP=5.38, Synergy_Bliss=10.4, Synergy_Loewe=6.38, Synergy_HSA=9.68. (5) Drug 1: C1C(C(OC1N2C=NC3=C2NC=NCC3O)CO)O. Drug 2: N.N.Cl[Pt+2]Cl. Cell line: CCRF-CEM. Synergy scores: CSS=58.9, Synergy_ZIP=-3.86, Synergy_Bliss=-1.77, Synergy_Loewe=-0.570, Synergy_HSA=2.22. (6) Drug 1: C1=NNC2=C1C(=O)NC=N2. Drug 2: CC1C(C(CC(O1)OC2CC(CC3=C2C(=C4C(=C3O)C(=O)C5=CC=CC=C5C4=O)O)(C(=O)C)O)N)O. Cell line: NCIH23. Synergy scores: CSS=35.7, Synergy_ZIP=-1.30, Synergy_Bliss=-0.805, Synergy_Loewe=-45.6, Synergy_HSA=0.122. (7) Drug 1: C1CCN(CC1)CCOC2=CC=C(C=C2)C(=O)C3=C(SC4=C3C=CC(=C4)O)C5=CC=C(C=C5)O. Drug 2: CNC(=O)C1=NC=CC(=C1)OC2=CC=C(C=C2)NC(=O)NC3=CC(=C(C=C3)Cl)C(F)(F)F. Cell line: OVCAR-5. Synergy scores: CSS=7.63, Synergy_ZIP=-2.77, Synergy_Bliss=-2.32, Synergy_Loewe=-7.11, Synergy_HSA=-6.62. (8) Drug 1: C1C(C(OC1N2C=C(C(=O)NC2=O)F)CO)O. Drug 2: CCCCC(=O)OCC(=O)C1(CC(C2=C(C1)C(=C3C(=C2O)C(=O)C4=C(C3=O)C=CC=C4OC)O)OC5CC(C(C(O5)C)O)NC(=O)C(F)(F)F)O. Cell line: MCF7. Synergy scores: CSS=31.2, Synergy_ZIP=-8.36, Synergy_Bliss=-4.98, Synergy_Loewe=-2.29, Synergy_HSA=-0.947. (9) Drug 1: CCC1=C2CN3C(=CC4=C(C3=O)COC(=O)C4(CC)O)C2=NC5=C1C=C(C=C5)O. Drug 2: C1=CN(C=N1)CC(O)(P(=O)(O)O)P(=O)(O)O. Cell line: OVCAR-4. Synergy scores: CSS=5.02, Synergy_ZIP=2.79, Synergy_Bliss=-0.513, Synergy_Loewe=-1.44, Synergy_HSA=0.143.